Predict which catalyst facilitates the given reaction. From a dataset of Catalyst prediction with 721,799 reactions and 888 catalyst types from USPTO. Reactant: [CH:1]([NH:4][C:5]([C:7]1[CH:16]=[CH:15][C:10]([C:11]([O:13][CH3:14])=[O:12])=[CH:9][C:8]=1[N+:17]([O-])=O)=[O:6])([CH3:3])[CH3:2]. Product: [NH2:17][C:8]1[CH:9]=[C:10]([CH:15]=[CH:16][C:7]=1[C:5]([NH:4][CH:1]([CH3:3])[CH3:2])=[O:6])[C:11]([O:13][CH3:14])=[O:12]. The catalyst class is: 541.